From a dataset of Reaction yield outcomes from USPTO patents with 853,638 reactions. Predict the reaction yield, written as a fraction of the theoretical maximum amount of product (1.0 means a 100% yield; for example, 0.34 means a 34% yield). (1) The reactants are [NH2:1][CH2:2][CH2:3][C:4]1[N:5]=[C:6]([NH:9][C:10]([NH:12][C:13]2[CH:18]=[CH:17][C:16]([CH3:19])=[CH:15][C:14]=2[C:20]([CH:22]2[CH2:26][CH2:25][CH2:24][CH2:23]2)=[O:21])=[O:11])[S:7][CH:8]=1.Br[CH2:28][C:29]([O:31][CH3:32])=[O:30].CCN(CC)CC. The catalyst is C(Cl)Cl. The product is [CH3:32][O:31][C:29](=[O:30])[CH2:28][NH:1][CH2:2][CH2:3][C:4]1[N:5]=[C:6]([NH:9][C:10]([NH:12][C:13]2[CH:18]=[CH:17][C:16]([CH3:19])=[CH:15][C:14]=2[C:20]([CH:22]2[CH2:23][CH2:24][CH2:25][CH2:26]2)=[O:21])=[O:11])[S:7][CH:8]=1. The yield is 0.500. (2) The reactants are [NH2:1][C:2]1[N:6]([C:7]2[CH:12]=[CH:11][CH:10]=[CH:9][N:8]=2)[N:5]=[CH:4][C:3]=1C(OCC)=O.Cl.C(O)(=O)C. The catalyst is [OH-].[Na+]. The product is [N:8]1[CH:9]=[CH:10][CH:11]=[CH:12][C:7]=1[N:6]1[C:2]([NH2:1])=[CH:3][CH:4]=[N:5]1. The yield is 0.310. (3) The reactants are [N+:1]([O-:9])([O:3][CH2:4][CH2:5][CH2:6][CH2:7][OH:8])=[O:2].[CH3:10][O:11][C:12]1[CH:13]=[CH:14][C:15]2[S:21][CH2:20][CH2:19][N:18]([CH2:22][C:23]3[CH:31]=[CH:30][C:26]([C:27](O)=[O:28])=[CH:25][CH:24]=3)[CH2:17][C:16]=2[N:32]=1. The catalyst is C(Cl)Cl. The product is [CH3:10][O:11][C:12]1[CH:13]=[CH:14][C:15]2[S:21][CH2:20][CH2:19][N:18]([CH2:22][C:23]3[CH:24]=[CH:25][C:26]([C:27]([O:8][CH2:7][CH2:6][CH2:5][CH2:4][O:3][N+:1]([O-:9])=[O:2])=[O:28])=[CH:30][CH:31]=3)[CH2:17][C:16]=2[N:32]=1. The yield is 0.440. (4) The reactants are [N+:1]([C:4]1[CH:32]=[CH:31][C:7]([C:8]([O:10][CH2:11][CH2:12][NH:13][C:14]([O:16][CH2:17][CH:18]2[C:30]3[CH:29]=[CH:28][CH:27]=[CH:26][C:25]=3[C:24]3[C:19]2=[CH:20][CH:21]=[CH:22][CH:23]=3)=[O:15])=[O:9])=[CH:6][CH:5]=1)([O-])=O. The catalyst is C(OCC)(=O)C.[Pd]. The product is [NH2:1][C:4]1[CH:5]=[CH:6][C:7]([C:8]([O:10][CH2:11][CH2:12][NH:13][C:14]([O:16][CH2:17][CH:18]2[C:30]3[CH:29]=[CH:28][CH:27]=[CH:26][C:25]=3[C:24]3[C:19]2=[CH:20][CH:21]=[CH:22][CH:23]=3)=[O:15])=[O:9])=[CH:31][CH:32]=1. The yield is 0.800. (5) The reactants are Cl[C:2]1[CH:7]=[CH:6][N:5]=[C:4]([C:8]2[CH:9]=[N:10][N:11]3[CH:16]=[CH:15][N:14]=[CH:13][C:12]=23)[N:3]=1.[F:17][C:18]1[CH:19]=[CH:20][C:21]([C@@H:24]([NH2:26])[CH3:25])=[N:22][CH:23]=1.C(N(C(C)C)CC)(C)C. The catalyst is CN(C=O)C. The product is [F:17][C:18]1[CH:19]=[CH:20][C:21]([C@@H:24]([NH:26][C:2]2[CH:7]=[CH:6][N:5]=[C:4]([C:8]3[CH:9]=[N:10][N:11]4[CH:16]=[CH:15][N:14]=[CH:13][C:12]=34)[N:3]=2)[CH3:25])=[N:22][CH:23]=1. The yield is 0.0400. (6) The reactants are [CH3:1][O:2][C:3]1[N:8]=[C:7]([NH:9][C:10]2[CH:11]=[N:12][C:13]([O:16][CH3:17])=[CH:14][CH:15]=2)[C:6]([C:18]2[N:23]=[C:22]([CH3:24])[N:21]=[C:20](SC)[N:19]=2)=[CH:5][N:4]=1.[NH3:27]. The catalyst is O1CCOCC1. The product is [CH3:1][O:2][C:3]1[N:8]=[C:7]([NH:9][C:10]2[CH:11]=[N:12][C:13]([O:16][CH3:17])=[CH:14][CH:15]=2)[C:6]([C:18]2[N:23]=[C:22]([CH3:24])[N:21]=[C:20]([NH2:27])[N:19]=2)=[CH:5][N:4]=1. The yield is 0.745. (7) The reactants are Br[C:2]1[CH:15]=[C:14]2[C:5]([O:6][CH:7]3[CH:12]([C:13]42[CH2:20][CH2:19][S:18][C:17]([NH:21]C(=O)OC(C)(C)C)=[N:16]4)[CH2:11][CH2:10][CH2:9][CH2:8]3)=[CH:4][CH:3]=1.[N:29]1[CH:34]=[C:33](B(O)O)[CH:32]=[N:31][CH:30]=1.C(=O)([O-])[O-].[Na+].[Na+]. The catalyst is C1C=CC(P(C2C=CC=CC=2)[C-]2C=CC=C2)=CC=1.C1C=CC(P(C2C=CC=CC=2)[C-]2C=CC=C2)=CC=1.Cl[Pd]Cl.[Fe+2].ClCCl. The product is [N:29]1[CH:34]=[C:33]([C:10]2[CH:11]=[C:12]3[C:7]([O:6][C@@H:5]4[C@H:14]([C:13]53[CH2:20][CH2:19][S:18][C:17]([NH2:21])=[N:16]5)[CH2:15][CH2:2][CH2:3][CH2:4]4)=[CH:8][CH:9]=2)[CH:32]=[N:31][CH:30]=1. The yield is 0.0600.